This data is from Reaction yield outcomes from USPTO patents with 853,638 reactions. The task is: Predict the reaction yield, written as a fraction of the theoretical maximum amount of product (1.0 means a 100% yield; for example, 0.34 means a 34% yield). The reactants are I[C:2]1[CH:12]=[CH:11][C:5]([C:6]([O:8][CH2:9][CH3:10])=[O:7])=[CH:4][CH:3]=1.[C:13]1([C:19]#[CH:20])[CH:18]=[CH:17][CH:16]=[CH:15][CH:14]=1.C(NCC)C. The catalyst is CN(C=O)C.C1C=CC([P]([Pd]([P](C2C=CC=CC=2)(C2C=CC=CC=2)C2C=CC=CC=2)([P](C2C=CC=CC=2)(C2C=CC=CC=2)C2C=CC=CC=2)[P](C2C=CC=CC=2)(C2C=CC=CC=2)C2C=CC=CC=2)(C2C=CC=CC=2)C2C=CC=CC=2)=CC=1.[Cu]I. The product is [C:13]1([C:19]#[C:20][C:2]2[CH:12]=[CH:11][C:5]([C:6]([O:8][CH2:9][CH3:10])=[O:7])=[CH:4][CH:3]=2)[CH:18]=[CH:17][CH:16]=[CH:15][CH:14]=1. The yield is 0.860.